This data is from Forward reaction prediction with 1.9M reactions from USPTO patents (1976-2016). The task is: Predict the product of the given reaction. (1) Given the reactants C([O-])([O-])=O.[K+].[K+].[CH2:7]([SH:9])[CH3:8].[CH2:10]([O:12][C:13]([C:15]1[C:16](Cl)=[N:17][C:18]2[C:23]([C:24]=1[CH3:25])=[CH:22][CH:21]=[C:20]([C:26]([CH3:29])([CH3:28])[CH3:27])[CH:19]=2)=[O:14])[CH3:11].CCCCCC, predict the reaction product. The product is: [CH2:10]([O:12][C:13]([C:15]1[C:16]([S:9][CH2:7][CH3:8])=[N:17][C:18]2[C:23]([C:24]=1[CH3:25])=[CH:22][CH:21]=[C:20]([C:26]([CH3:29])([CH3:28])[CH3:27])[CH:19]=2)=[O:14])[CH3:11]. (2) Given the reactants [Cl:1][C:2]1[CH:11]=[C:10]2[C:5]([C:6]([N:12]3[CH2:17][CH2:16][N:15]([C:18]([NH:20][C:21]4[CH:26]=[CH:25][C:24]([O:27][C:28]5[CH:33]=[CH:32][CH:31]=[CH:30][CH:29]=5)=[CH:23][CH:22]=4)=[O:19])[CH2:14][CH2:13]3)=[N:7][CH:8]=[N:9]2)=[CH:4][C:3]=1[N+:34]([O-])=O, predict the reaction product. The product is: [NH2:34][C:3]1[CH:4]=[C:5]2[C:10](=[CH:11][C:2]=1[Cl:1])[N:9]=[CH:8][N:7]=[C:6]2[N:12]1[CH2:17][CH2:16][N:15]([C:18]([NH:20][C:21]2[CH:22]=[CH:23][C:24]([O:27][C:28]3[CH:29]=[CH:30][CH:31]=[CH:32][CH:33]=3)=[CH:25][CH:26]=2)=[O:19])[CH2:14][CH2:13]1. (3) The product is: [CH:21]1([C:19]([N:16]2[CH2:17][CH2:18][C@@H:14]([CH2:13][C:12]3[N:8]([C:5]4[CH:6]=[CH:7][C:2]([C:34]5[CH:35]=[CH:36][C:31]([C:29]6[N:30]=[C:26]([CH3:25])[S:27][CH:28]=6)=[CH:32][CH:33]=5)=[CH:3][CH:4]=4)[C:9](=[O:24])[NH:10][N:11]=3)[CH2:15]2)=[O:20])[CH2:23][CH2:22]1. Given the reactants Br[C:2]1[CH:7]=[CH:6][C:5]([N:8]2[C:12]([CH2:13][C@@H:14]3[CH2:18][CH2:17][N:16]([C:19]([CH:21]4[CH2:23][CH2:22]4)=[O:20])[CH2:15]3)=[N:11][NH:10][C:9]2=[O:24])=[CH:4][CH:3]=1.[CH3:25][C:26]1[S:27][CH:28]=[C:29]([C:31]2[CH:36]=[CH:35][C:34](B3OC(C)(C)C(C)(C)O3)=[CH:33][CH:32]=2)[N:30]=1.C(=O)([O-])[O-].[K+].[K+], predict the reaction product. (4) Given the reactants [CH3:1][C:2]([NH:6][C:7](=[O:16])[C:8]1[CH:13]=[CH:12][C:11]([F:14])=[CH:10][C:9]=1[F:15])([CH3:5])[C:3]#[CH:4].N1C2C(=CC=CC=2)C=CC=1, predict the reaction product. The product is: [CH3:5][C:2]([NH:6][C:7](=[O:16])[C:8]1[CH:13]=[CH:12][C:11]([F:14])=[CH:10][C:9]=1[F:15])([CH3:1])[CH:3]=[CH2:4]. (5) The product is: [C:8]1(=[O:9])[NH:7][C:5](=[O:6])[C:4]2=[CH:10][CH:11]=[CH:12][CH:2]=[C:3]12. Given the reactants N[C:2]1[C:12](/C=C/C(OC)=O)=[CH:11][C:10](Br)=[C:4]2[C:5]([NH:7][C:8](=[O:9])[C:3]=12)=[O:6].C(N(CC)CC)C, predict the reaction product. (6) Given the reactants [OH-].[Na+].C[O:4][C:5](=[O:35])[C:6]1[CH:11]=[C:10]([S:12](=[O:33])(=[O:32])[NH:13][C:14]2[CH:19]=[CH:18][C:17]([S:20][CH2:21][C:22]3[CH:27]=[CH:26][C:25]([C:28]([F:31])([F:30])[F:29])=[CH:24][CH:23]=3)=[CH:16][CH:15]=2)[CH:9]=[CH:8][C:7]=1[CH3:34], predict the reaction product. The product is: [CH3:34][C:7]1[CH:8]=[CH:9][C:10]([S:12](=[O:33])(=[O:32])[NH:13][C:14]2[CH:15]=[CH:16][C:17]([S:20][CH2:21][C:22]3[CH:27]=[CH:26][C:25]([C:28]([F:31])([F:30])[F:29])=[CH:24][CH:23]=3)=[CH:18][CH:19]=2)=[CH:11][C:6]=1[C:5]([OH:35])=[O:4]. (7) Given the reactants [Si:1]([O:8][CH2:9][C:10]1([CH3:38])[S:16][CH2:15][CH2:14][N:13]2[C:17]([C:20]3([C:23]4[CH:28]=[CH:27][C:26](B5OC(C)(C)C(C)(C)O5)=[CH:25][CH:24]=4)[CH2:22][CH2:21]3)=[N:18][N:19]=[C:12]2[CH2:11]1)([C:4]([CH3:7])([CH3:6])[CH3:5])([CH3:3])[CH3:2].Br[C:40]1[N:45]=[CH:44][C:43]([CH3:46])=[CH:42][CH:41]=1.C(=O)([O-])[O-].[K+].[K+], predict the reaction product. The product is: [Si:1]([O:8][CH2:9][C:10]1([CH3:38])[S:16][CH2:15][CH2:14][N:13]2[C:17]([C:20]3([C:23]4[CH:24]=[CH:25][C:26]([C:40]5[CH:41]=[CH:42][C:43]([CH3:46])=[CH:44][N:45]=5)=[CH:27][CH:28]=4)[CH2:22][CH2:21]3)=[N:18][N:19]=[C:12]2[CH2:11]1)([C:4]([CH3:6])([CH3:5])[CH3:7])([CH3:2])[CH3:3]. (8) Given the reactants [F:1][C:2]1[CH:20]=[CH:19][C:18]([CH2:21][C:22]2[C:31]3[C:26](=[CH:27][CH:28]=[CH:29][CH:30]=3)[C:25](=[O:32])[NH:24][N:23]=2)=[CH:17][C:3]=1[C:4]([N:6]1[CH2:9][CH:8]([NH:10][C:11]2([C:15]#[N:16])[CH2:14][CH2:13][CH2:12]2)[CH2:7]1)=[O:5].[ClH:33], predict the reaction product. The product is: [ClH:33].[F:1][C:2]1[CH:20]=[CH:19][C:18]([CH2:21][C:22]2[C:31]3[C:26](=[CH:27][CH:28]=[CH:29][CH:30]=3)[C:25](=[O:32])[NH:24][N:23]=2)=[CH:17][C:3]=1[C:4]([N:6]1[CH2:9][CH:8]([NH:10][C:11]2([C:15]#[N:16])[CH2:14][CH2:13][CH2:12]2)[CH2:7]1)=[O:5].